From a dataset of Forward reaction prediction with 1.9M reactions from USPTO patents (1976-2016). Predict the product of the given reaction. (1) Given the reactants [OH-].[Li+].[CH2:3]([O:7][C:8]1[CH:38]=[CH:37][C:11]([C:12]([NH:14][CH2:15][C@H:16]([N:21]2[CH2:26][CH2:25][N:24]([S:27]([C:30]3[CH:35]=[CH:34][C:33]([CH3:36])=[CH:32][CH:31]=3)(=[O:29])=[O:28])[CH2:23][CH2:22]2)[C:17]([O:19]C)=[O:18])=[O:13])=[CH:10][CH:9]=1)[C:4]#[C:5][CH3:6].O, predict the reaction product. The product is: [CH2:3]([O:7][C:8]1[CH:38]=[CH:37][C:11]([C:12]([NH:14][CH2:15][C@H:16]([N:21]2[CH2:22][CH2:23][N:24]([S:27]([C:30]3[CH:35]=[CH:34][C:33]([CH3:36])=[CH:32][CH:31]=3)(=[O:29])=[O:28])[CH2:25][CH2:26]2)[C:17]([OH:19])=[O:18])=[O:13])=[CH:10][CH:9]=1)[C:4]#[C:5][CH3:6]. (2) Given the reactants [NH:1]1[C:9]2[C:4](=[CH:5][CH:6]=[CH:7][CH:8]=2)[C:3]([CH2:10][C@H:11]([NH2:18])[C:12]2[S:13][CH:14]=[C:15]([CH3:17])[N:16]=2)=[CH:2]1.[CH3:19][N:20]([CH3:34])[C:21]1([C:28]2[CH:33]=[CH:32][CH:31]=[CH:30][CH:29]=2)[CH2:26][CH2:25][C:24](=O)[CH2:23][CH2:22]1.S([O-])([O-])(=O)=O.[Na+].[Na+].C(O)(=O)C, predict the reaction product. The product is: [NH:1]1[C:9]2[C:4](=[CH:5][CH:6]=[CH:7][CH:8]=2)[C:3]([CH2:10][C@H:11]([NH:18][CH:24]2[CH2:23][CH2:22][C:21]([C:28]3[CH:29]=[CH:30][CH:31]=[CH:32][CH:33]=3)([N:20]([CH3:34])[CH3:19])[CH2:26][CH2:25]2)[C:12]2[S:13][CH:14]=[C:15]([CH3:17])[N:16]=2)=[CH:2]1. (3) Given the reactants [F:1][C:2]([F:9])([F:8])[C:3]([O:5]CC)=O.C(N(CC)CC)C.[Cl:17][C:18]1[CH:37]=[CH:36][C:21]2[O:22][C:23]3[CH:35]=[CH:34][CH:33]=[CH:32][C:24]=3[C@@H:25]3[C@H:30]([NH2:31])[CH2:29][CH2:28][CH2:27][N:26]3[C:20]=2[CH:19]=1, predict the reaction product. The product is: [Cl:17][C:18]1[CH:37]=[CH:36][C:21]2[O:22][C:23]3[CH:35]=[CH:34][CH:33]=[CH:32][C:24]=3[C@@H:25]3[C@H:30]([NH:31][C:3](=[O:5])[C:2]([F:1])([F:8])[F:9])[CH2:29][CH2:28][CH2:27][N:26]3[C:20]=2[CH:19]=1. (4) Given the reactants [NH2:1][C:2]1[N:7]=[CH:6][N:5]=[C:4]2[N:8]([C@H:32]3[CH2:37][CH2:36][C@@H:35]([N:38]4[CH2:43][CH2:42][N:41]([CH3:44])[CH2:40][CH2:39]4)[CH2:34][CH2:33]3)[N:9]=[C:10]([C:11]3[CH:16]=[CH:15][C:14]([NH:17][C:18]4[S:19][C:20]([CH2:30][CH3:31])=[C:21](C5C=CC(C)=CC=5)[N:22]=4)=[CH:13][CH:12]=3)[C:3]=12.[C:45]1([CH3:54])[CH:50]=[CH:49][CH:48]=[C:47](B(O)O)[CH:46]=1, predict the reaction product. The product is: [NH2:1][C:2]1[N:7]=[CH:6][N:5]=[C:4]2[N:8]([C@H:32]3[CH2:33][CH2:34][C@@H:35]([N:38]4[CH2:43][CH2:42][N:41]([CH3:44])[CH2:40][CH2:39]4)[CH2:36][CH2:37]3)[N:9]=[C:10]([C:11]3[CH:16]=[CH:15][C:14]([NH:17][C:18]4[S:19][C:20]([CH2:30][CH3:31])=[C:21]([C:47]5[CH:48]=[CH:49][CH:50]=[C:45]([CH3:54])[CH:46]=5)[N:22]=4)=[CH:13][CH:12]=3)[C:3]=12. (5) Given the reactants [CH2:1]([O:8][C:9]1[CH:10]=[C:11]([CH:15]=[CH:16][C:17]=1[C:18]1[NH:19][C:20]2[C:25]([CH:26]=1)=[CH:24][C:23]([Cl:27])=[C:22]([Cl:28])[CH:21]=2)[C:12]([OH:14])=O)[C:2]1[CH:7]=[CH:6][CH:5]=[CH:4][CH:3]=1.ON1C2C=CC=CC=2N=N1.[NH2:39][CH:40]1[CH2:45][C:44]([CH3:47])([CH3:46])[NH:43][C:42]([CH3:49])([CH3:48])[CH2:41]1, predict the reaction product. The product is: [Cl:27][C:23]1[CH:24]=[C:25]2[C:20](=[CH:21][C:22]=1[Cl:28])[NH:19][C:18]([C:17]1[CH:16]=[CH:15][C:11]([C:12]([NH:39][CH:40]3[CH2:41][C:42]([CH3:49])([CH3:48])[NH:43][C:44]([CH3:47])([CH3:46])[CH2:45]3)=[O:14])=[CH:10][C:9]=1[O:8][CH2:1][C:2]1[CH:7]=[CH:6][CH:5]=[CH:4][CH:3]=1)=[CH:26]2. (6) The product is: [Cl:3][C:4]1[CH:9]=[CH:8][CH:7]=[C:6]([Cl:10])[C:5]=1[C:11]1[C:15]([CH2:16][O:17][C:18]2[CH:19]=[C:20]3[C:24](=[CH:25][CH:26]=2)[N:23]([C:35]([N:37]2[CH2:41][CH2:40][C@@H:39]([C:42]([O:44][CH3:45])=[O:43])[CH2:38]2)=[O:36])[CH:22]=[CH:21]3)=[C:14]([CH:27]([CH3:29])[CH3:28])[O:13][N:12]=1. Given the reactants [H-].[Na+].[Cl:3][C:4]1[CH:9]=[CH:8][CH:7]=[C:6]([Cl:10])[C:5]=1[C:11]1[C:15]([CH2:16][O:17][C:18]2[CH:19]=[C:20]3[C:24](=[CH:25][CH:26]=2)[NH:23][CH:22]=[CH:21]3)=[C:14]([CH:27]([CH3:29])[CH3:28])[O:13][N:12]=1.N1([C:35]([N:37]2[CH2:41][CH2:40][C@@H:39]([C:42]([O:44][CH3:45])=[O:43])[CH2:38]2)=[O:36])C=CN=C1, predict the reaction product.